From a dataset of Catalyst prediction with 721,799 reactions and 888 catalyst types from USPTO. Predict which catalyst facilitates the given reaction. (1) Reactant: Cl[C:2]1[N:7]=[CH:6][C:5]2[CH:8]=[N:9][N:10]([C:11]3[N:16]=[C:15]([N:17]4[CH2:23][CH2:22][CH2:21][N:20]([C:24]([O:26][C:27]([CH3:30])([CH3:29])[CH3:28])=[O:25])[CH2:19][CH2:18]4)[CH:14]=[CH:13][CH:12]=3)[C:4]=2[CH:3]=1.[N:31]1[CH:36]=[C:35](B(O)O)[CH:34]=[N:33][CH:32]=1.C([O-])(O)=O.[Na+]. Product: [N:31]1[CH:36]=[C:35]([C:2]2[N:7]=[CH:6][C:5]3[CH:8]=[N:9][N:10]([C:11]4[N:16]=[C:15]([N:17]5[CH2:23][CH2:22][CH2:21][N:20]([C:24]([O:26][C:27]([CH3:29])([CH3:30])[CH3:28])=[O:25])[CH2:19][CH2:18]5)[CH:14]=[CH:13][CH:12]=4)[C:4]=3[CH:3]=2)[CH:34]=[N:33][CH:32]=1. The catalyst class is: 75. (2) Reactant: Cl.Cl.[O:3]1[C:12]2[C:7](=[CH:8][CH:9]=[CH:10][CH:11]=2)[C@H:6]([NH:13][C:14]([C@@H:16]2[CH2:21][N:20]3[CH2:22][CH2:23][CH2:24][C@H:19]3[CH2:18][NH:17]2)=[O:15])[CH2:5][CH2:4]1.C(OC([NH:35][C@@H:36]([CH:40]1[CH2:45][CH2:44][C:43]([F:47])([F:46])[CH2:42][CH2:41]1)[C:37](O)=[O:38])=O)C1C=CC=CC=1.C(N(CC)C(C)C)(C)C.F[P-](F)(F)(F)(F)F.N1(OC(N(C)C)=[N+](C)C)C2N=CC=CC=2N=N1. Product: [NH2:35][C@@H:36]([CH:40]1[CH2:45][CH2:44][C:43]([F:46])([F:47])[CH2:42][CH2:41]1)[C:37]([N:17]1[C@H:16]([C:14]([NH:13][C@H:6]2[C:7]3[C:12](=[CH:11][CH:10]=[CH:9][CH:8]=3)[O:3][CH2:4][CH2:5]2)=[O:15])[CH2:21][N:20]2[CH2:22][CH2:23][CH2:24][C@H:19]2[CH2:18]1)=[O:38]. The catalyst class is: 42. (3) Reactant: Cl[C:2]1[CH:7]=[CH:6][N:5]=[C:4]2[NH:8][C:9]([C:11]([F:14])([F:13])[F:12])=[CH:10][C:3]=12.Cl.[I-:16].[Na+].[OH-].[Na+]. Product: [I:16][C:2]1[CH:7]=[CH:6][N:5]=[C:4]2[NH:8][C:9]([C:11]([F:14])([F:13])[F:12])=[CH:10][C:3]=12. The catalyst class is: 12. (4) Reactant: ClC(Cl)(O[C:5](=[O:11])OC(Cl)(Cl)Cl)Cl.[CH2:13]([N:15]1[C:19]2[N:20]=[C:21]([C:30]3[CH:35]=[CH:34][C:33]([NH2:36])=[CH:32][CH:31]=3)[N:22]=[C:23]([N:24]3[CH2:29][CH2:28][O:27][CH2:26][CH2:25]3)[C:18]=2[N:17]=[N:16]1)[CH3:14].[NH2:37][C:38]1[S:39][CH:40]=[CH:41][N:42]=1.CCN(CC)CC. Product: [CH2:13]([N:15]1[C:19]2[N:20]=[C:21]([C:30]3[CH:35]=[CH:34][C:33]([NH:36][C:5]([NH:37][C:38]4[S:39][CH:40]=[CH:41][N:42]=4)=[O:11])=[CH:32][CH:31]=3)[N:22]=[C:23]([N:24]3[CH2:25][CH2:26][O:27][CH2:28][CH2:29]3)[C:18]=2[N:17]=[N:16]1)[CH3:14]. The catalyst class is: 2. (5) Reactant: O.S[C@@H:3]1[O:11][C@H:10]([CH2:12][OH:13])[C@@H:8]([OH:9])[C@H:6]([OH:7])[C@H:4]1[OH:5].C([O-])([O-])=[O:15].[K+].[K+]. Product: [O:11]=[CH:3][C@@H:4]([C@H:6]([C@@H:8]([C@@H:10]([CH2:12][OH:13])[OH:15])[OH:9])[OH:7])[OH:5]. The catalyst class is: 3. (6) Reactant: Br.[CH2:2]([O:4][C:5]([C:7]1[C:12]([CH2:13][S:14][C:15](=N)N)=[N:11][CH:10]=[CH:9][N:8]=1)=[O:6])[CH3:3].[Cl:18][C:19]1[CH:26]=[CH:25][C:24]([C:27]([F:30])([F:29])[F:28])=[CH:23][C:20]=1CBr.C(=O)([O-])[O-].[K+].[K+]. Product: [CH2:2]([O:4][C:5]([C:7]1[C:12]([CH2:13][S:14][CH2:15][C:20]2[CH:23]=[C:24]([C:27]([F:29])([F:30])[F:28])[CH:25]=[CH:26][C:19]=2[Cl:18])=[N:11][CH:10]=[CH:9][N:8]=1)=[O:6])[CH3:3]. The catalyst class is: 47. (7) Reactant: [CH3:1][C:2]1[CH:7]=[CH:6][CH:5]=[C:4]([CH3:8])[C:3]=1[C:9]([N:11]1[CH2:18][CH:17]2[CH:13]([CH2:14][NH:15][CH2:16]2)[CH2:12]1)=[O:10].[F:19][C:20]1[CH:25]=[CH:24][C:23]([N:26]([CH2:36][CH2:37][CH2:38]I)[S:27]([C:30]2[CH:35]=[CH:34][CH:33]=[CH:32][CH:31]=2)(=[O:29])=[O:28])=[CH:22][CH:21]=1.C([O-])([O-])=O.[K+].[K+]. The catalyst class is: 496. Product: [CH3:8][C:4]1[CH:5]=[CH:6][CH:7]=[C:2]([CH3:1])[C:3]=1[C:9]([N:11]1[CH2:18][CH:17]2[CH2:16][N:15]([CH2:38][CH2:37][CH2:36][N:26]([C:23]3[CH:22]=[CH:21][C:20]([F:19])=[CH:25][CH:24]=3)[S:27]([C:30]3[CH:35]=[CH:34][CH:33]=[CH:32][CH:31]=3)(=[O:29])=[O:28])[CH2:14][CH:13]2[CH2:12]1)=[O:10]. (8) Reactant: [CH2:1]([O:8][C:9]1[CH:16]=[CH:15][C:14](Br)=[CH:13][C:10]=1[C:11]#[N:12])[C:2]1[CH:7]=[CH:6][CH:5]=[CH:4][CH:3]=1.[B:18]([O:27]C(C)C)([O:23]C(C)C)[O:19]C(C)C.C([Li])CCC.CCCCCC.Cl. Product: [CH2:1]([O:8][C:9]1[CH:16]=[CH:15][C:14]([O:19][B:18]([OH:27])[OH:23])=[CH:13][C:10]=1[C:11]#[N:12])[C:2]1[CH:7]=[CH:6][CH:5]=[CH:4][CH:3]=1. The catalyst class is: 182. (9) Reactant: [C:1]([O:5][C:6]([NH:8][C@H:9]([CH2:14][C:15]1[CH:20]=[C:19]([F:21])[C:18]([F:22])=[CH:17][C:16]=1[F:23])[CH2:10][C:11]([OH:13])=O)=[O:7])([CH3:4])([CH3:3])[CH3:2].C1C=CC2N(O)N=NC=2C=1.C(Cl)CCl.CCN(C(C)C)C(C)C.[CH3:47][N:48]1[C:54]2[CH:55]=[CH:56][CH:57]=[CH:58][C:53]=2[CH2:52][NH:51][CH2:50][C:49]1=[O:59]. Product: [C:1]([O:5][C:6](=[O:7])[NH:8][C@H:9]([CH2:14][C:15]1[CH:20]=[C:19]([F:21])[C:18]([F:22])=[CH:17][C:16]=1[F:23])[CH2:10][C:11]([N:51]1[CH2:52][C:53]2[CH:58]=[CH:57][CH:56]=[CH:55][C:54]=2[N:48]([CH3:47])[C:49](=[O:59])[CH2:50]1)=[O:13])([CH3:2])([CH3:3])[CH3:4]. The catalyst class is: 2.